From a dataset of Full USPTO retrosynthesis dataset with 1.9M reactions from patents (1976-2016). Predict the reactants needed to synthesize the given product. (1) The reactants are: [NH2:1][C:2]1[CH:11]=[CH:10][C:5]([C:6]([O:8]C)=[O:7])=[CH:4][C:3]=1[Cl:12].[OH-].[Na+]. Given the product [NH2:1][C:2]1[CH:11]=[CH:10][C:5]([C:6]([OH:8])=[O:7])=[CH:4][C:3]=1[Cl:12], predict the reactants needed to synthesize it. (2) Given the product [Cl:17][C:18]1[CH:19]=[CH:20][C:21]([C:24]2[CH:25]=[CH:26][C:27]([C:30]#[C:31][C:2]3[CH:3]=[CH:4][C:5]([NH:8][CH2:9][CH:10]([N:12]4[CH2:16][CH2:15][CH2:14][CH2:13]4)[CH3:11])=[N:6][CH:7]=3)=[N:28][CH:29]=2)=[CH:22][CH:23]=1, predict the reactants needed to synthesize it. The reactants are: I[C:2]1[CH:3]=[CH:4][C:5]([NH:8][CH2:9][CH:10]([N:12]2[CH2:16][CH2:15][CH2:14][CH2:13]2)[CH3:11])=[N:6][CH:7]=1.[Cl:17][C:18]1[CH:23]=[CH:22][C:21]([C:24]2[CH:25]=[CH:26][C:27]([C:30]#[CH:31])=[N:28][CH:29]=2)=[CH:20][CH:19]=1. (3) Given the product [F:1][C:2]1[CH:22]=[C:21]([S:23]([CH3:26])(=[O:24])=[O:25])[CH:20]=[CH:19][C:3]=1[O:4][C:5]1[C:10]([CH3:11])=[C:9]([O:12][CH:13]2[CH2:18][CH2:17][N:16]([CH2:34][CH2:33][C:29]3[CH:28]=[N:27][CH:32]=[CH:31][CH:30]=3)[CH2:15][CH2:14]2)[N:8]=[CH:7][N:6]=1, predict the reactants needed to synthesize it. The reactants are: [F:1][C:2]1[CH:22]=[C:21]([S:23]([CH3:26])(=[O:25])=[O:24])[CH:20]=[CH:19][C:3]=1[O:4][C:5]1[C:10]([CH3:11])=[C:9]([O:12][CH:13]2[CH2:18][CH2:17][NH:16][CH2:15][CH2:14]2)[N:8]=[CH:7][N:6]=1.[N:27]1[CH:32]=[CH:31][CH:30]=[C:29]([CH2:33][CH2:34]OS(C2C=CC(C)=CC=2)(=O)=O)[CH:28]=1.C(N(CC)CC)C. (4) Given the product [C:22]([C:19]1[N:18]=[C:17]([C:15]([NH:14][CH2:13][C:12]2[CH:26]=[CH:27][C:9]([C:6]3[CH:5]=[CH:4][N:3]=[C:2]4[NH:1][C:35]([C:31]5[CH:30]=[N:29][CH:34]=[CH:33][CH:32]=5)=[N:8][C:7]=34)=[CH:10][C:11]=2[F:28])=[O:16])[O:21][N:20]=1)([CH3:23])([CH3:24])[CH3:25], predict the reactants needed to synthesize it. The reactants are: [NH2:1][C:2]1[C:7]([NH2:8])=[C:6]([C:9]2[CH:27]=[CH:26][C:12]([CH2:13][NH:14][C:15]([C:17]3[O:21][N:20]=[C:19]([C:22]([CH3:25])([CH3:24])[CH3:23])[N:18]=3)=[O:16])=[C:11]([F:28])[CH:10]=2)[CH:5]=[CH:4][N:3]=1.[N:29]1[CH:34]=[CH:33][CH:32]=[C:31]([CH:35]=O)[CH:30]=1.CN(C=O)C. (5) Given the product [Cl:1][C:2]1[CH:9]=[C:8]([Cl:10])[CH:7]=[CH:6][C:3]=1[CH2:4][NH:11][C@H:12]1[CH2:16][CH2:15][N:14]([C:17]([O:19][C:20]([CH3:23])([CH3:22])[CH3:21])=[O:18])[CH2:13]1, predict the reactants needed to synthesize it. The reactants are: [Cl:1][C:2]1[CH:9]=[C:8]([Cl:10])[CH:7]=[CH:6][C:3]=1[CH:4]=O.[NH2:11][C@H:12]1[CH2:16][CH2:15][N:14]([C:17]([O:19][C:20]([CH3:23])([CH3:22])[CH3:21])=[O:18])[CH2:13]1.[BH4-].[Na+]. (6) Given the product [CH3:1][S:2]([O:5][C:6]1[CH:11]=[CH:10][CH:9]=[C:8]([CH:12]2[CH2:13][CH2:14][N:15]([CH2:26][CH2:27][O:28][CH3:29])[CH2:16][CH2:17]2)[C:7]=1[F:18])(=[O:3])=[O:4], predict the reactants needed to synthesize it. The reactants are: [CH3:1][S:2]([O:5][C:6]1[CH:11]=[CH:10][CH:9]=[C:8]([CH:12]2[CH2:17][CH2:16][NH:15][CH2:14][CH2:13]2)[C:7]=1[F:18])(=[O:4])=[O:3].C(=O)([O-])[O-].[K+].[K+].Br[CH2:26][CH2:27][O:28][CH3:29]. (7) The reactants are: Cl[CH2:2][C:3]([NH:5][C@H:6]([C:16]1[C:21]([C:22]2[CH:23]=[CH:24][C:25]([F:31])=[C:26]([CH:30]=2)[C:27]([NH2:29])=[O:28])=[CH:20][CH:19]=[CH:18][N:17]=1)[CH2:7][C:8]1[CH:13]=[C:12]([F:14])[CH:11]=[C:10]([F:15])[CH:9]=1)=[O:4].[CH3:32][C:33]1[NH:37][N:36]=[C:35]([C:38]([F:41])([F:40])[F:39])[CH:34]=1. Given the product [F:15][C:10]1[CH:9]=[C:8]([CH2:7][C@@H:6]([C:16]2[C:21]([C:22]3[CH:23]=[CH:24][C:25]([F:31])=[C:26]([CH:30]=3)[C:27]([NH2:29])=[O:28])=[CH:20][CH:19]=[CH:18][N:17]=2)[NH:5][C:3](=[O:4])[CH2:2][N:37]2[C:33]([CH3:32])=[CH:34][C:35]([C:38]([F:41])([F:40])[F:39])=[N:36]2)[CH:13]=[C:12]([F:14])[CH:11]=1, predict the reactants needed to synthesize it.